From a dataset of NCI-60 drug combinations with 297,098 pairs across 59 cell lines. Regression. Given two drug SMILES strings and cell line genomic features, predict the synergy score measuring deviation from expected non-interaction effect. Drug 1: C1=CC(=CC=C1CC(C(=O)O)N)N(CCCl)CCCl.Cl. Drug 2: CS(=O)(=O)CCNCC1=CC=C(O1)C2=CC3=C(C=C2)N=CN=C3NC4=CC(=C(C=C4)OCC5=CC(=CC=C5)F)Cl. Cell line: BT-549. Synergy scores: CSS=9.23, Synergy_ZIP=-3.54, Synergy_Bliss=-0.628, Synergy_Loewe=-4.48, Synergy_HSA=-3.63.